From a dataset of NCI-60 drug combinations with 297,098 pairs across 59 cell lines. Regression. Given two drug SMILES strings and cell line genomic features, predict the synergy score measuring deviation from expected non-interaction effect. (1) Drug 2: CC12CCC(CC1=CCC3C2CCC4(C3CC=C4C5=CN=CC=C5)C)O. Cell line: PC-3. Synergy scores: CSS=7.17, Synergy_ZIP=-3.49, Synergy_Bliss=-1.55, Synergy_Loewe=-5.44, Synergy_HSA=-0.685. Drug 1: CN1CCC(CC1)COC2=C(C=C3C(=C2)N=CN=C3NC4=C(C=C(C=C4)Br)F)OC. (2) Drug 1: CC1=CC2C(CCC3(C2CCC3(C(=O)C)OC(=O)C)C)C4(C1=CC(=O)CC4)C. Drug 2: C(=O)(N)NO. Cell line: 786-0. Synergy scores: CSS=-4.05, Synergy_ZIP=-0.119, Synergy_Bliss=-4.68, Synergy_Loewe=-6.83, Synergy_HSA=-7.24. (3) Drug 1: CN(CC1=CN=C2C(=N1)C(=NC(=N2)N)N)C3=CC=C(C=C3)C(=O)NC(CCC(=O)O)C(=O)O. Drug 2: CCC1(C2=C(COC1=O)C(=O)N3CC4=CC5=C(C=CC(=C5CN(C)C)O)N=C4C3=C2)O.Cl. Cell line: HS 578T. Synergy scores: CSS=6.11, Synergy_ZIP=-6.19, Synergy_Bliss=-5.89, Synergy_Loewe=-8.25, Synergy_HSA=-4.74. (4) Drug 1: C1=CN(C(=O)N=C1N)C2C(C(C(O2)CO)O)O.Cl. Drug 2: CC(C)(C#N)C1=CC(=CC(=C1)CN2C=NC=N2)C(C)(C)C#N. Cell line: KM12. Synergy scores: CSS=31.0, Synergy_ZIP=-2.90, Synergy_Bliss=1.16, Synergy_Loewe=-1.16, Synergy_HSA=0.673. (5) Drug 1: C1=C(C(=O)NC(=O)N1)F. Drug 2: CC(C)CN1C=NC2=C1C3=CC=CC=C3N=C2N. Cell line: SK-MEL-2. Synergy scores: CSS=28.2, Synergy_ZIP=-1.14, Synergy_Bliss=-4.69, Synergy_Loewe=-5.66, Synergy_HSA=-5.33. (6) Drug 1: C1=NC2=C(N=C(N=C2N1C3C(C(C(O3)CO)O)O)F)N. Drug 2: CC1=C(C=C(C=C1)NC(=O)C2=CC=C(C=C2)CN3CCN(CC3)C)NC4=NC=CC(=N4)C5=CN=CC=C5. Cell line: SF-539. Synergy scores: CSS=3.97, Synergy_ZIP=0.117, Synergy_Bliss=3.72, Synergy_Loewe=-3.59, Synergy_HSA=0.810. (7) Cell line: IGROV1. Synergy scores: CSS=22.3, Synergy_ZIP=3.02, Synergy_Bliss=-0.624, Synergy_Loewe=-11.4, Synergy_HSA=-1.23. Drug 1: CS(=O)(=O)C1=CC(=C(C=C1)C(=O)NC2=CC(=C(C=C2)Cl)C3=CC=CC=N3)Cl. Drug 2: CC12CCC3C(C1CCC2=O)CC(=C)C4=CC(=O)C=CC34C.